From a dataset of Reaction yield outcomes from USPTO patents with 853,638 reactions. Predict the reaction yield, written as a fraction of the theoretical maximum amount of product (1.0 means a 100% yield; for example, 0.34 means a 34% yield). (1) The reactants are [CH3:1][C:2]([CH3:9])([CH3:8])[C:3](=O)[CH2:4][C:5]#[N:6].[C:10]([CH2:12][CH2:13][NH:14][NH2:15])#[N:11]. The catalyst is CCO. The product is [NH2:6][C:5]1[N:14]([CH2:13][CH2:12][C:10]#[N:11])[N:15]=[C:3]([C:2]([CH3:9])([CH3:8])[CH3:1])[CH:4]=1. The yield is 0.300. (2) The product is [CH3:19][C:16]1[CH:17]=[CH:18][C:13]([CH2:12][S:9]([CH2:8][CH2:7][CH2:6][N:20]2[CH2:24][CH2:23][CH2:22][CH2:21]2)(=[O:11])=[O:10])=[CH:14][CH:15]=1. The catalyst is C(Cl)Cl. The yield is 0.850. The reactants are CS(O[CH2:6][CH2:7][CH2:8][S:9]([CH2:12][C:13]1[CH:18]=[CH:17][C:16]([CH3:19])=[CH:15][CH:14]=1)(=[O:11])=[O:10])(=O)=O.[NH:20]1[CH2:24][CH2:23][CH2:22][CH2:21]1.